Dataset: Full USPTO retrosynthesis dataset with 1.9M reactions from patents (1976-2016). Task: Predict the reactants needed to synthesize the given product. (1) The reactants are: C1(C)C=CC(S([CH2:10][N+:11]#[C-])(=O)=O)=CC=1.CC(C)([O-])C.[K+].[CH2:20]([O:24][C:25]1[C:34]2[C:29](=[CH:30][CH:31]=[C:32]([CH:35]=O)[CH:33]=2)[C:28](=[O:37])[N:27]([CH2:38][C:39]([CH3:42])([CH3:41])[CH3:40])[C:26]=1[CH2:43][NH:44][C:45](=[O:51])[O:46][C:47]([CH3:50])([CH3:49])[CH3:48])[CH2:21][CH2:22][CH3:23].CO. Given the product [CH2:20]([O:24][C:25]1[C:34]2[C:29](=[CH:30][CH:31]=[C:32]([CH2:35][C:10]#[N:11])[CH:33]=2)[C:28](=[O:37])[N:27]([CH2:38][C:39]([CH3:42])([CH3:41])[CH3:40])[C:26]=1[CH2:43][NH:44][C:45](=[O:51])[O:46][C:47]([CH3:50])([CH3:48])[CH3:49])[CH2:21][CH2:22][CH3:23], predict the reactants needed to synthesize it. (2) Given the product [C:4]([O:3][C:1]([N:8]1[CH2:9][CH2:10][N:11]([CH2:27][C@@H:25]([OH:26])[CH2:24][NH:23][C:22]([O:21][CH2:14][C:15]2[CH:20]=[CH:19][CH:18]=[CH:17][CH:16]=2)=[O:28])[CH2:12][CH2:13]1)=[O:2])([CH3:7])([CH3:6])[CH3:5], predict the reactants needed to synthesize it. The reactants are: [C:1]([N:8]1[CH2:13][CH2:12][NH:11][CH2:10][CH2:9]1)([O:3][C:4]([CH3:7])([CH3:6])[CH3:5])=[O:2].[CH2:14]([O:21][C:22](=[O:28])[NH:23][CH2:24][C@H:25]1[CH2:27][O:26]1)[C:15]1[CH:20]=[CH:19][CH:18]=[CH:17][CH:16]=1. (3) Given the product [CH3:1][O:2][C:3](=[O:22])[C:4]1[CH:18]=[C:17]([N+:19]([O-:21])=[O:20])[CH:16]=[C:6]([C:7]([NH:9][CH2:10][CH:11]=[O:12])=[O:8])[CH:5]=1, predict the reactants needed to synthesize it. The reactants are: [CH3:1][O:2][C:3](=[O:22])[C:4]1[CH:18]=[C:17]([N+:19]([O-:21])=[O:20])[CH:16]=[C:6]([C:7]([NH:9][CH2:10][CH:11](OC)[O:12]C)=[O:8])[CH:5]=1.C(OCC)(=O)C. (4) Given the product [I:22][C:23]1[N:24]=[CH:25][N:26]([C:2]2[N:7]=[C:6]([C:8]([F:11])([F:10])[F:9])[CH:5]=[C:4]([C:12]3[CH:13]=[N:14][C:15]([C:18]([F:21])([F:20])[F:19])=[CH:16][CH:17]=3)[N:3]=2)[CH:27]=1, predict the reactants needed to synthesize it. The reactants are: Cl[C:2]1[N:7]=[C:6]([C:8]([F:11])([F:10])[F:9])[CH:5]=[C:4]([C:12]2[CH:13]=[N:14][C:15]([C:18]([F:21])([F:20])[F:19])=[CH:16][CH:17]=2)[N:3]=1.[I:22][C:23]1[N:24]=[CH:25][NH:26][CH:27]=1. (5) Given the product [ClH:30].[F:1][C:2]1[CH:20]=[C:19]([C:21]2[CH:22]=[N:23][N:24]([CH3:26])[CH:25]=2)[CH:18]=[CH:17][C:3]=1[CH2:4][N:5]1[C:13]2[C:8](=[N:9][CH:10]=[CH:11][CH:12]=2)[C:7]([C:14]([Cl:30])=[O:15])=[CH:6]1, predict the reactants needed to synthesize it. The reactants are: [F:1][C:2]1[CH:20]=[C:19]([C:21]2[CH:22]=[N:23][N:24]([CH3:26])[CH:25]=2)[CH:18]=[CH:17][C:3]=1[CH2:4][N:5]1[C:13]2[C:8](=[N:9][CH:10]=[CH:11][CH:12]=2)[C:7]([C:14](O)=[O:15])=[CH:6]1.C(Cl)(=O)C([Cl:30])=O.